Dataset: Forward reaction prediction with 1.9M reactions from USPTO patents (1976-2016). Task: Predict the product of the given reaction. Given the reactants [CH3:1][C:2]([C:4]1[CH:9]=[CH:8][C:7]([Cl:10])=[CH:6][CH:5]=1)=[O:3].C[Si]([N-][Si](C)(C)C)(C)C.[Li+].[C:21](OCC)(=[O:27])[C:22]([O:24][CH2:25][CH3:26])=[O:23], predict the reaction product. The product is: [CH2:25]([O:24][C:22](=[O:23])[C:21](=[O:27])[CH2:1][C:2]([C:4]1[CH:9]=[CH:8][C:7]([Cl:10])=[CH:6][CH:5]=1)=[O:3])[CH3:26].